Dataset: Full USPTO retrosynthesis dataset with 1.9M reactions from patents (1976-2016). Task: Predict the reactants needed to synthesize the given product. (1) The reactants are: [CH2:1]([O:8][C:9]([N:11]1[CH2:16][CH2:15][NH:14][CH2:13][CH2:12]1)=[O:10])[C:2]1[CH:7]=[CH:6][CH:5]=[CH:4][CH:3]=1.[CH2:17]([CH:19]1[O:21][CH2:20]1)Cl. Given the product [O:21]1[CH2:20][CH:19]1[CH2:17][N:14]1[CH2:15][CH2:16][N:11]([C:9]([O:8][CH2:1][C:2]2[CH:7]=[CH:6][CH:5]=[CH:4][CH:3]=2)=[O:10])[CH2:12][CH2:13]1, predict the reactants needed to synthesize it. (2) Given the product [CH3:18][O:17][C:11]1[CH:12]=[C:13]2[C:8](=[C:9]([N:19]3[CH2:24][CH2:23][N:22]([CH2:25][CH2:26][O:27][CH3:28])[CH2:21][CH2:20]3)[CH:10]=1)[O:7][C:6]([C:4]([OH:5])=[O:3])=[CH:15][C:14]2=[O:16], predict the reactants needed to synthesize it. The reactants are: C([O:3][C:4]([C:6]1[O:7][C:8]2[C:13]([C:14](=[O:16])[CH:15]=1)=[CH:12][C:11]([O:17][CH3:18])=[CH:10][C:9]=2[N:19]1[CH2:24][CH2:23][N:22]([CH2:25][CH2:26][O:27][CH3:28])[CH2:21][CH2:20]1)=[O:5])C.Cl.[Li+].[Cl-]. (3) The reactants are: [CH3:1][O:2][C:3](=[O:12])[CH2:4][C:5]1[CH:10]=[CH:9][CH:8]=[C:7]([OH:11])[CH:6]=1.[C:13]1(P(C2C=CC=CC=2)C2C=CC=CC=2)[CH:18]=CC=C[CH:14]=1.N(C(OCC)=O)=NC(OCC)=O. Given the product [CH3:1][O:2][C:3](=[O:12])[CH2:4][C:5]1[CH:10]=[CH:9][CH:8]=[C:7]([O:11][CH:13]([CH3:18])[CH3:14])[CH:6]=1, predict the reactants needed to synthesize it. (4) Given the product [C:1]([C:9]1[CH:10]=[C:11]([CH:15]=[CH:16][CH:17]=1)[C:12]([NH:24][C:25]1[CH:34]=[CH:33][C:32]([Br:35])=[CH:31][C:26]=1[C:27]([OH:29])=[O:28])=[O:14])(=[O:8])[C:2]1[CH:3]=[CH:4][CH:5]=[CH:6][CH:7]=1, predict the reactants needed to synthesize it. The reactants are: [C:1]([C:9]1[CH:10]=[C:11]([CH:15]=[CH:16][CH:17]=1)[C:12]([OH:14])=O)(=[O:8])[C:2]1[CH:7]=[CH:6][CH:5]=[CH:4][CH:3]=1.C(Cl)(=O)C(Cl)=O.[NH2:24][C:25]1[CH:34]=[CH:33][C:32]([Br:35])=[CH:31][C:26]=1[C:27]([O:29]C)=[O:28].[OH-].[Na+].Cl. (5) Given the product [C:7]([S:8][CH2:24][C:25]1[CH:26]=[CH:27][C:28]([S:31]([NH2:34])(=[O:33])=[O:32])=[CH:29][CH:30]=1)([C:1]1[CH:2]=[CH:3][CH:4]=[CH:5][CH:6]=1)([C:9]1[CH:10]=[CH:11][CH:12]=[CH:13][CH:14]=1)[C:15]1[CH:16]=[CH:17][CH:18]=[CH:19][CH:20]=1, predict the reactants needed to synthesize it. The reactants are: [C:1]1([C:7]([C:15]2[CH:20]=[CH:19][CH:18]=[CH:17][CH:16]=2)([C:9]2[CH:14]=[CH:13][CH:12]=[CH:11][CH:10]=2)[SH:8])[CH:6]=[CH:5][CH:4]=[CH:3][CH:2]=1.[H-].[Na+].Br[CH2:24][C:25]1[CH:30]=[CH:29][C:28]([S:31]([NH2:34])(=[O:33])=[O:32])=[CH:27][CH:26]=1. (6) Given the product [C:21]([O:20][C:18]([N:15]1[CH2:16][CH2:17][N:12]([C:10]2[C:11]3[C@H:3]([CH2:2][F:25])[CH2:4][CH2:5][C:6]=3[N:7]=[CH:8][N:9]=2)[CH2:13][CH2:14]1)=[O:19])([CH3:23])([CH3:22])[CH3:24], predict the reactants needed to synthesize it. The reactants are: O[CH2:2][C@H:3]1[C:11]2[C:10]([N:12]3[CH2:17][CH2:16][N:15]([C:18]([O:20][C:21]([CH3:24])([CH3:23])[CH3:22])=[O:19])[CH2:14][CH2:13]3)=[N:9][CH:8]=[N:7][C:6]=2[CH2:5][CH2:4]1.[F:25]C(F)(S(F)(=O)=O)C(F)(F)C(F)(F)C(F)(F)F.F.F.F.C(N(CC)CC)C.C(N(CC)CC)C. (7) Given the product [CH3:50][N:47]1[CH2:48][CH2:49][N:44]([CH2:43][CH2:42][O:38][C:35]2[N:36]=[CH:37][C:32]([C:29]3[CH2:30][CH2:31][N:26]([C:23]4[CH:24]=[CH:25][C:20]5[N:21]([C:17]([C:16]([F:15])([F:39])[F:40])=[N:18][N:19]=5)[N:22]=4)[CH2:27][CH:28]=3)=[CH:33][CH:34]=2)[CH2:45][C:46]1=[O:51], predict the reactants needed to synthesize it. The reactants are: CC(OC(/N=N/C(OC(C)C)=O)=O)C.[F:15][C:16]([F:40])([F:39])[C:17]1[N:21]2[N:22]=[C:23]([N:26]3[CH2:31][CH:30]=[C:29]([C:32]4[CH:33]=[CH:34][C:35]([OH:38])=[N:36][CH:37]=4)[CH2:28][CH2:27]3)[CH:24]=[CH:25][C:20]2=[N:19][N:18]=1.O[CH2:42][CH2:43][N:44]1[CH2:49][CH2:48][N:47]([CH3:50])[C:46](=[O:51])[CH2:45]1.C1(P(C2C=CC=CC=2)C2C=CC=CC=2)C=CC=CC=1. (8) Given the product [Cl:1][C:2]1[CH:3]=[CH:4][C:5]([C:8]2[N:12]([CH3:13])[C:11]([C:14](=[O:15])[CH2:35][CH3:36])=[C:10]([C:20]3[CH:25]=[CH:24][C:23]([S:26]([NH2:27])(=[O:32])=[O:33])=[CH:22][CH:21]=3)[C:9]=2[CH3:34])=[CH:6][CH:7]=1, predict the reactants needed to synthesize it. The reactants are: [Cl:1][C:2]1[CH:7]=[CH:6][C:5]([C:8]2[N:12]([CH3:13])[C:11]([C:14](N(OC)C)=[O:15])=[C:10]([C:20]3[CH:25]=[CH:24][C:23]([S:26](=[O:33])(=[O:32])[N:27]=CN(C)C)=[CH:22][CH:21]=3)[C:9]=2[CH3:34])=[CH:4][CH:3]=1.[CH2:35]1COC[CH2:36]1. (9) Given the product [C:21]1(=[O:23])[O:22][CH2:2][CH2:3]1.[OH:44][CH2:43][CH2:41][C:40]([O-:45])=[O:9], predict the reactants needed to synthesize it. The reactants are: C[C:2]1(C)S[C@@H]2[C@H](NC([C@H](N)C3C=CC=CC=3)=O)C(=[O:9])N2[C@H:3]1[C:21]([OH:23])=[O:22].P([O-])([O-])([O-])=O.[K+].[K+].[K+].CC(S[C@@H:43]1[O:44][C@H:41]([CH2:43][OH:44])[C@H:40]([OH:45])[C@H:40]([OH:45])[C@H:41]1O)C. (10) Given the product [NH:18]([C:1]([O:3][CH2:4][CH:5]1[C:17]2[C:12](=[CH:13][CH:14]=[CH:15][CH:16]=2)[C:11]2[C:6]1=[CH:7][CH:8]=[CH:9][CH:10]=2)=[O:2])[NH:19][C:26]([NH:42][C@H:43]([C:48]([O:50][C:51]([CH3:52])([CH3:54])[CH3:53])=[O:49])[CH2:44][CH:45]([CH3:47])[CH3:46])=[O:27], predict the reactants needed to synthesize it. The reactants are: [C:1]([NH:18][NH2:19])([O:3][CH2:4][CH:5]1[C:17]2[C:12](=[CH:13][CH:14]=[CH:15][CH:16]=2)[C:11]2[C:6]1=[CH:7][CH:8]=[CH:9][CH:10]=2)=[O:2].Cl.C1N=CN([C:26](N2C=NC=C2)=[O:27])C=1.CCN(C(C)C)C(C)C.[NH2:42][C@H:43]([C:48]([O:50][C:51]([CH3:54])([CH3:53])[CH3:52])=[O:49])[CH2:44][CH:45]([CH3:47])[CH3:46].Cl.